From a dataset of Reaction yield outcomes from USPTO patents with 853,638 reactions. Predict the reaction yield, written as a fraction of the theoretical maximum amount of product (1.0 means a 100% yield; for example, 0.34 means a 34% yield). (1) The reactants are Br[CH2:2][C:3]1[CH:12]=[CH:11][C:10]([O:13][CH3:14])=[CH:9][C:4]=1[C:5]([O:7][CH3:8])=[O:6].[Br:15][C:16]1[C:17]([CH3:23])=[C:18]([CH:20]=[CH:21][CH:22]=1)[NH2:19]. The catalyst is CO.C(Cl)Cl. The product is [Br:15][C:16]1[C:17]([CH3:23])=[C:18]([NH:19][CH2:2][C:3]2[CH:12]=[CH:11][C:10]([O:13][CH3:14])=[CH:9][C:4]=2[C:5]([O:7][CH3:8])=[O:6])[CH:20]=[CH:21][CH:22]=1. The yield is 0.180. (2) The catalyst is ClCCl. The product is [CH3:33][S:34]([N:23]([C:20]1[CH:21]=[C:22]2[C:17](=[CH:18][CH:19]=1)[CH:16]=[N:15][CH:14]=[C:13]2[C:10]1[CH:11]=[CH:12][C:7]([C:5]2[CH:4]=[N:3][N:2]([CH3:1])[CH:6]=2)=[CH:8][CH:9]=1)[S:34]([CH3:33])(=[O:36])=[O:35])(=[O:36])=[O:35]. The reactants are [CH3:1][N:2]1[CH:6]=[C:5]([C:7]2[CH:12]=[CH:11][C:10]([C:13]3[C:22]4[C:17](=[CH:18][CH:19]=[C:20]([NH2:23])[CH:21]=4)[CH:16]=[N:15][CH:14]=3)=[CH:9][CH:8]=2)[CH:4]=[N:3]1.C(N(CC)C(C)C)(C)C.[CH3:33][S:34](Cl)(=[O:36])=[O:35]. The yield is 0.810. (3) The yield is 0.940. The product is [Br:1][CH2:2][C:3]([NH:10][CH2:6][CH2:7][CH:8]=[CH2:9])=[O:4]. The reactants are [Br:1][CH2:2][C:3](Br)=[O:4].[CH2:6]([NH2:10])[CH2:7][CH:8]=[CH2:9].C(N(CC)CC)C. The catalyst is ClCCl. (4) The reactants are Br[CH:2]1[CH2:8][CH2:7][O:6][C:5]2[CH:9]=[CH:10][C:11]([Br:13])=[CH:12][C:4]=2[C:3]1=O.[C:15]([NH2:22])(=[S:21])[C:16]([O:18][CH2:19][CH3:20])=[O:17]. The catalyst is C(O)C. The product is [CH2:19]([O:18][C:16]([C:15]1[S:21][C:2]2[CH2:8][CH2:7][O:6][C:5]3[CH:9]=[CH:10][C:11]([Br:13])=[CH:12][C:4]=3[C:3]=2[N:22]=1)=[O:17])[CH3:20]. The yield is 0.690.